The task is: Predict the product of the given reaction.. This data is from Forward reaction prediction with 1.9M reactions from USPTO patents (1976-2016). (1) Given the reactants Cl.[NH2:2][C@H:3]([C:8]1[CH:13]=[CH:12][C:11]([Cl:14])=[CH:10][CH:9]=1)[C:4]([O:6][CH3:7])=[O:5].Br[CH2:16][CH:17]=[CH2:18], predict the reaction product. The product is: [CH3:7][O:6][C:4](=[O:5])[C@H:3]([NH:2][CH2:18][CH:17]=[CH2:16])[C:8]1[CH:9]=[CH:10][C:11]([Cl:14])=[CH:12][CH:13]=1. (2) Given the reactants C([O:3][C:4]([C:6]1[NH:7][N:8]=[C:9]2[C:14]=1[CH2:13][CH2:12][N:11]([C:15]([C:17]1[CH:25]=[CH:24][C:20]3[NH:21][N:22]=[N:23][C:19]=3[CH:18]=1)=[O:16])[CH2:10]2)=[O:5])C.[OH-].[Na+].C(O)C.Cl, predict the reaction product. The product is: [NH:21]1[C:20]2[CH:24]=[CH:25][C:17]([C:15]([N:11]3[CH2:12][CH2:13][C:14]4=[C:6]([C:4]([OH:5])=[O:3])[NH:7][N:8]=[C:9]4[CH2:10]3)=[O:16])=[CH:18][C:19]=2[N:23]=[N:22]1. (3) Given the reactants [F:1][C:2]([F:17])([F:16])[C:3]([C:6]1[CH:15]=[CH:14][C:9]([C:10]([O:12]C)=[O:11])=[CH:8][CH:7]=1)([OH:5])[CH3:4].CO.[OH-].[Li+], predict the reaction product. The product is: [F:1][C:2]([F:16])([F:17])[C:3]([C:6]1[CH:15]=[CH:14][C:9]([C:10]([OH:12])=[O:11])=[CH:8][CH:7]=1)([OH:5])[CH3:4]. (4) The product is: [NH2:17][C:11]1([CH:9]([C:4]2[CH:5]=[C:6]([Cl:8])[CH:7]=[C:2]([Cl:1])[CH:3]=2)[OH:10])[CH2:16][CH2:15][CH2:14][CH2:13][CH2:12]1. Given the reactants [Cl:1][C:2]1[CH:3]=[C:4]([CH:9]([C:11]2([N+:17]([O-])=O)[CH2:16][CH2:15][CH2:14][CH2:13][CH2:12]2)[OH:10])[CH:5]=[C:6]([Cl:8])[CH:7]=1, predict the reaction product. (5) Given the reactants C[O:2][C:3](=[O:16])[C:4]([CH3:15])([CH3:14])[CH2:5][C:6]1[CH:11]=[C:10]([O:12][CH3:13])[CH:9]=[CH:8][N:7]=1.[OH-].[Li+].Cl, predict the reaction product. The product is: [CH3:13][O:12][C:10]1[CH:9]=[CH:8][N:7]=[C:6]([CH2:5][C:4]([CH3:15])([CH3:14])[C:3]([OH:16])=[O:2])[CH:11]=1.